This data is from Forward reaction prediction with 1.9M reactions from USPTO patents (1976-2016). The task is: Predict the product of the given reaction. (1) Given the reactants Br[C:2]1[CH:7]=[CH:6][C:5]([O:8][CH2:9][O:10][CH3:11])=[CH:4][CH:3]=1.[N:12]1[CH:17]=[CH:16][C:15](B(O)O)=[CH:14][CH:13]=1.C([O-])([O-])=O.[Cs+].[Cs+], predict the reaction product. The product is: [CH3:11][O:10][CH2:9][O:8][C:5]1[CH:6]=[CH:7][C:2]([C:15]2[CH:16]=[CH:17][N:12]=[CH:13][CH:14]=2)=[CH:3][CH:4]=1. (2) Given the reactants C([N:4]1[CH2:11][CH:10]2[C:6]([C:12]3[CH:13]=[N:14][CH:15]=[CH:16][CH:17]=3)([NH:7][O:8][CH2:9]2)[CH2:5]1)C=C, predict the reaction product. The product is: [N:14]1[CH:15]=[CH:16][CH:17]=[C:12]([C:6]23[CH2:5][NH:4][CH2:11][CH:10]2[CH2:9][O:8][NH:7]3)[CH:13]=1. (3) Given the reactants [N+:1]([C:4]1[CH:5]=[C:6]2[C:11](=[CH:12][C:13]=1[O:14][C@H:15]1[CH2:19][CH2:18][O:17][CH2:16]1)[N:10]=[CH:9][NH:8][C:7]2=[O:20])([O-])=O.C(O)(=O)C, predict the reaction product. The product is: [NH2:1][C:4]1[CH:5]=[C:6]2[C:11](=[CH:12][C:13]=1[O:14][C@H:15]1[CH2:19][CH2:18][O:17][CH2:16]1)[N:10]=[CH:9][NH:8][C:7]2=[O:20]. (4) Given the reactants [CH:1]1([CH2:4][C:5]([OH:7])=O)[CH2:3][CH2:2]1.Cl.C[O:10][C:11](=[O:15])[C@H:12]([CH3:14])[NH2:13], predict the reaction product. The product is: [CH:1]1([CH2:4][C:5]([NH:13][C@H:12]([C:11]([OH:15])=[O:10])[CH3:14])=[O:7])[CH2:2][CH2:3]1. (5) The product is: [CH:16]1([C:22]2[CH:27]=[CH:26][C:25]([C:28]3[N:32]([C:33]4[CH:38]=[CH:37][CH:36]=[CH:35][CH:34]=4)[N:31]=[C:30]([CH2:39][NH:15][CH2:14][CH2:13][N:10]4[CH2:9][CH2:8][N:7]([C:1]5[CH:2]=[CH:3][CH:4]=[CH:5][CH:6]=5)[CH2:12][CH2:11]4)[CH:29]=3)=[CH:24][CH:23]=2)[CH2:17][CH2:18][CH2:19][CH2:20][CH2:21]1. Given the reactants [C:1]1([N:7]2[CH2:12][CH2:11][N:10]([CH2:13][CH2:14][NH2:15])[CH2:9][CH2:8]2)[CH:6]=[CH:5][CH:4]=[CH:3][CH:2]=1.[CH:16]1([C:22]2[CH:27]=[CH:26][C:25]([C:28]3[N:32]([C:33]4[CH:38]=[CH:37][CH:36]=[CH:35][CH:34]=4)[N:31]=[C:30]([CH:39]=O)[CH:29]=3)=[CH:24][CH:23]=2)[CH2:21][CH2:20][CH2:19][CH2:18][CH2:17]1, predict the reaction product. (6) Given the reactants [CH3:1][S:2]([NH2:5])(=[O:4])=[O:3].[Cl:6][C:7]1[C:38]([CH3:39])=[CH:37][C:10]([O:11][CH2:12][CH2:13][CH2:14][C:15]2[C:23]3[C:18](=[C:19]([C:24]4[CH:29]=[CH:28][N:27]=[CH:26][C:25]=4[CH3:30])[CH:20]=[CH:21][CH:22]=3)[N:17]([CH2:31][CH2:32][C:33](O)=[O:34])[C:16]=2[CH3:36])=[CH:9][C:8]=1[CH3:40], predict the reaction product. The product is: [Cl:6][C:7]1[C:8]([CH3:40])=[CH:9][C:10]([O:11][CH2:12][CH2:13][CH2:14][C:15]2[C:23]3[C:18](=[C:19]([C:24]4[CH:29]=[CH:28][N:27]=[CH:26][C:25]=4[CH3:30])[CH:20]=[CH:21][CH:22]=3)[N:17]([CH2:31][CH2:32][C:33]([NH:5][S:2]([CH3:1])(=[O:4])=[O:3])=[O:34])[C:16]=2[CH3:36])=[CH:37][C:38]=1[CH3:39]. (7) Given the reactants [C:1](=[O:14])([O:5][CH:6]([O:8][C:9](=[O:13])[CH:10]([CH3:12])[CH3:11])[CH3:7])SCC.[CH2:15]1[CH2:20][CH2:19][C:18]([CH2:25][NH2:26])([CH2:21][C:22]([OH:24])=[O:23])[CH2:17][CH2:16]1.C([N+](CCCC)(CCCC)CCCC)CCC, predict the reaction product. The product is: [CH3:12][CH:10]([C:9]([O:8][CH:6]([O:5][C:1]([NH:26][CH2:25][C:18]1([CH2:21][C:22]([OH:24])=[O:23])[CH2:19][CH2:20][CH2:15][CH2:16][CH2:17]1)=[O:14])[CH3:7])=[O:13])[CH3:11]. (8) Given the reactants [C:1]([O:5][C:6]1[CH:11]=[N:10][CH:9]=[C:8]([CH:12]=[CH2:13])[N:7]=1)([CH3:4])([CH3:3])[CH3:2].[O:14]([CH2:21][CH:22]1[CH2:27][CH2:26][NH:25][CH2:24][CH2:23]1)[C:15]1[CH:20]=[CH:19][CH:18]=[CH:17][CH:16]=1, predict the reaction product. The product is: [C:1]([O:5][C:6]1[CH:11]=[N:10][CH:9]=[C:8]([CH2:12][CH2:13][N:25]2[CH2:26][CH2:27][CH:22]([CH2:21][O:14][C:15]3[CH:20]=[CH:19][CH:18]=[CH:17][CH:16]=3)[CH2:23][CH2:24]2)[N:7]=1)([CH3:4])([CH3:3])[CH3:2].